From a dataset of Forward reaction prediction with 1.9M reactions from USPTO patents (1976-2016). Predict the product of the given reaction. (1) Given the reactants [Br:1][C:2]1[C:7](=[O:8])[N:6]([C:9]2[CH:10]=[C:11]([CH:15]=[CH:16][C:17]=2[CH3:18])[C:12](O)=[O:13])[C:5]([CH3:19])=[N:4][C:3]=1[O:20][CH2:21][C:22]1[CH:27]=[CH:26][C:25]([F:28])=[CH:24][C:23]=1[F:29].[C:30](N1C=CN=C1)(N1C=CN=C1)=O.Cl.[CH3:43][N:44](C)[OH:45].C(N(CC)CC)C, predict the reaction product. The product is: [Br:1][C:2]1[C:7](=[O:8])[N:6]([C:9]2[CH:10]=[C:11]([CH:15]=[CH:16][C:17]=2[CH3:18])[C:12]([N:44]([O:45][CH3:30])[CH3:43])=[O:13])[C:5]([CH3:19])=[N:4][C:3]=1[O:20][CH2:21][C:22]1[CH:27]=[CH:26][C:25]([F:28])=[CH:24][C:23]=1[F:29]. (2) Given the reactants C([O:8][C:9]1[CH:17]=[C:16]2[C:12]([C:13]([C:45](=[O:59])[N:46]([C:53]3[CH:58]=[CH:57][CH:56]=[CH:55][CH:54]=3)[C:47]3[CH:52]=[CH:51][CH:50]=[CH:49][CH:48]=3)=[CH:14][N:15]2[C:18]2[CH:44]=[CH:43][CH:42]=[CH:41][C:19]=2[C:20]([N:22]2[C@H:31]([CH2:32][NH:33]C(=O)OC(C)(C)C)[CH2:30][C:29]3[C:24](=[CH:25][CH:26]=[CH:27][CH:28]=3)[CH2:23]2)=[O:21])=[CH:11][CH:10]=1)C1C=CC=CC=1.B(Cl)(Cl)Cl.CO.C(N(CC)CC)C, predict the reaction product. The product is: [NH2:33][CH2:32][C@@H:31]1[CH2:30][C:29]2[C:24](=[CH:25][CH:26]=[CH:27][CH:28]=2)[CH2:23][N:22]1[C:20]([C:19]1[CH:41]=[CH:42][CH:43]=[CH:44][C:18]=1[N:15]1[C:16]2[C:12](=[CH:11][CH:10]=[C:9]([OH:8])[CH:17]=2)[C:13]([C:45]([N:46]([C:47]2[CH:48]=[CH:49][CH:50]=[CH:51][CH:52]=2)[C:53]2[CH:54]=[CH:55][CH:56]=[CH:57][CH:58]=2)=[O:59])=[CH:14]1)=[O:21]. (3) Given the reactants C(OC([N:8]1[CH2:13][CH2:12][N:11]([C:14]2[CH:19]=[CH:18][C:17]([O:20][CH3:21])=[C:16]([O:22][CH:23]3[CH2:27][CH2:26][CH2:25][CH2:24]3)[CH:15]=2)[CH2:10][C@@H:9]1[CH2:28][C:29]1[CH:34]=[CH:33][CH:32]=[CH:31][C:30]=1[CH3:35])=O)(C)(C)C.Cl, predict the reaction product. The product is: [CH:23]1([O:22][C:16]2[CH:15]=[C:14]([N:11]3[CH2:12][CH2:13][NH:8][C@@H:9]([CH2:28][C:29]4[CH:34]=[CH:33][CH:32]=[CH:31][C:30]=4[CH3:35])[CH2:10]3)[CH:19]=[CH:18][C:17]=2[O:20][CH3:21])[CH2:24][CH2:25][CH2:26][CH2:27]1. (4) Given the reactants [C:1]1([C:23]2[CH:28]=[CH:27][CH:26]=[CH:25][CH:24]=2)[CH:6]=[CH:5][CH:4]=[CH:3][C:2]=1[CH2:7][CH:8]1[C:14](=[O:15])[N:13]([CH3:16])[C:12]2[CH:17]=[CH:18][C:19]([Cl:21])=[CH:20][C:11]=2[C:10](Cl)=[N:9]1.CC1(C)C(C)(C)OB([C:37]2[CH:38]=[CH:39][C:40]([NH:43][C:44](=[O:49])[C:45]([CH3:48])([CH3:47])[CH3:46])=[N:41][CH:42]=2)O1.C1(P(C2C=CC=CC=2)C2C=CC=CC=2)C=CC=CC=1.C(=O)([O-])[O-].[Cs+].[Cs+], predict the reaction product. The product is: [C:1]1([C:23]2[CH:28]=[CH:27][CH:26]=[CH:25][CH:24]=2)[CH:6]=[CH:5][CH:4]=[CH:3][C:2]=1[CH2:7][CH:8]1[C:14](=[O:15])[N:13]([CH3:16])[C:12]2[CH:17]=[CH:18][C:19]([Cl:21])=[CH:20][C:11]=2[C:10]([C:37]2[CH:38]=[CH:39][C:40]([NH:43][C:44](=[O:49])[C:45]([CH3:46])([CH3:47])[CH3:48])=[N:41][CH:42]=2)=[N:9]1. (5) Given the reactants C(N(C(C)C)CC)(C)C.FC(F)(F)S(O[CH2:16][C:17]([F:20])([F:19])[F:18])(=O)=O.FC(F)(F)C(O)=O.[Br:30][C:31]1[CH:36]=[CH:35][C:34]([CH:37]2[CH2:41][CH2:40][NH:39][CH2:38]2)=[CH:33][CH:32]=1, predict the reaction product. The product is: [Br:30][C:31]1[CH:32]=[CH:33][C:34]([CH:37]2[CH2:41][CH2:40][N:39]([CH2:16][C:17]([F:20])([F:19])[F:18])[CH2:38]2)=[CH:35][CH:36]=1.